Task: Predict the product of the given reaction.. Dataset: Forward reaction prediction with 1.9M reactions from USPTO patents (1976-2016) (1) Given the reactants [CH3:1][C:2]([CH3:34])([CH3:33])[C:3]#[C:4][C@@H:5]([N:12]1[CH2:17][CH2:16][C@@H:15]([CH2:18][C:19]([O:21][CH3:22])=[O:20])[CH2:14][C@H:13]1[C:23]1[CH:28]=[CH:27][C:26]([C:29]([F:32])([F:31])[F:30])=[CH:25][CH:24]=1)[CH2:6][CH2:7][C:8]([F:11])([F:10])[F:9], predict the reaction product. The product is: [CH3:1][C:2]([CH3:34])([CH3:33])[CH2:3][CH2:4][C@@H:5]([N:12]1[CH2:17][CH2:16][C@@H:15]([CH2:18][C:19]([O:21][CH3:22])=[O:20])[CH2:14][C@H:13]1[C:23]1[CH:24]=[CH:25][C:26]([C:29]([F:32])([F:30])[F:31])=[CH:27][CH:28]=1)[CH2:6][CH2:7][C:8]([F:10])([F:11])[F:9]. (2) Given the reactants [N+:1]([C:4]1[CH:9]=[C:8]([N+:10]([O-:12])=[O:11])[CH:7]=[CH:6][C:5]=1[S:13]Cl)([O-:3])=[O:2].[N+:15]([C:18]1[CH:23]=[C:22]([N+:24]([O-:26])=[O:25])[CH:21]=[CH:20][C:19]=1S[C:28]1[CH:33]=[CH:32][CH:31]=[CH:30][CH:29]=1)([O-:17])=[O:16].[C:34](OC(=O)C)(=[O:36])[CH3:35], predict the reaction product. The product is: [N+:1]([C:4]1[CH:9]=[C:8]([N+:10]([O-:12])=[O:11])[CH:7]=[CH:6][C:5]=1[S:13][C:19]1[CH:20]=[CH:21][C:22]([N+:24]([O-:26])=[O:25])=[CH:23][C:18]=1[N+:15]([O-:17])=[O:16])([O-:3])=[O:2].[C:34]([C:28]1[CH:29]=[CH:30][CH:31]=[CH:32][CH:33]=1)(=[O:36])[CH3:35]. (3) Given the reactants F[C:2]1[N:7]2[CH:8]=[C:9]([CH2:11][N:12]3[C@H:25]4[C@H:16]([CH2:17][CH2:18][C:19]5[C:24]4=[N:23][CH:22]=[CH:21][CH:20]=5)[CH2:15][CH2:14][CH2:13]3)[N:10]=[C:6]2[CH:5]=[CH:4][CH:3]=1.[NH:26]1[CH2:31][CH2:30][S:29][CH2:28][CH2:27]1, predict the reaction product. The product is: [N:26]1([C:2]2[N:7]3[CH:8]=[C:9]([CH2:11][N:12]4[C@H:25]5[C@H:16]([CH2:17][CH2:18][C:19]6[C:24]5=[N:23][CH:22]=[CH:21][CH:20]=6)[CH2:15][CH2:14][CH2:13]4)[N:10]=[C:6]3[CH:5]=[CH:4][CH:3]=2)[CH2:31][CH2:30][S:29][CH2:28][CH2:27]1. (4) Given the reactants [CH:1]([C:4]1[N:5]=[C:6]([C:9]2[CH:18]=[C:17]([O:19][CH:20]3[CH2:38][CH:37]4[N:22]([C:23](=[O:59])[N:24](CC5C=CC(OC)=CC=5)[CH2:25][CH2:26][CH2:27][CH2:28][CH2:29][CH:30]=[CH:31][CH:32]5[C:34]([C:40]([NH:42][S:43]([C:46]6([CH3:49])[CH2:48][CH2:47]6)(=[O:45])=[O:44])=[O:41])([NH:35][C:36]4=[O:39])[CH2:33]5)[CH2:21]3)[C:16]3[C:11](=[C:12]([CH3:62])[C:13]([O:60][CH3:61])=[CH:14][CH:15]=3)[N:10]=2)[S:7][CH:8]=1)([CH3:3])[CH3:2].C([SiH](CC)CC)C.C(O)(C(F)(F)F)=O, predict the reaction product. The product is: [CH:1]([C:4]1[N:5]=[C:6]([C:9]2[CH:18]=[C:17]([O:19][CH:20]3[CH2:38][CH:37]4[N:22]([C:23](=[O:59])[NH:24][CH2:25][CH2:26][CH2:27][CH2:28][CH2:29][CH:30]=[CH:31][CH:32]5[C:34]([C:40]([NH:42][S:43]([C:46]6([CH3:49])[CH2:48][CH2:47]6)(=[O:45])=[O:44])=[O:41])([NH:35][C:36]4=[O:39])[CH2:33]5)[CH2:21]3)[C:16]3[C:11](=[C:12]([CH3:62])[C:13]([O:60][CH3:61])=[CH:14][CH:15]=3)[N:10]=2)[S:7][CH:8]=1)([CH3:2])[CH3:3]. (5) Given the reactants [F:1][C:2]1[CH:7]=[CH:6][C:5]([O:8]C)=[CH:4][C:3]=1[CH:10]=[CH:11][C:12]1[CH:13]=[N:14][C:15]([NH:18][C:19]2[CH:24]=[CH:23][C:22]([S:25]([NH:28][CH2:29][CH2:30][N:31]3[CH2:35][CH2:34][CH2:33][CH2:32]3)(=[O:27])=[O:26])=[CH:21][CH:20]=2)=[N:16][CH:17]=1, predict the reaction product. The product is: [F:1][C:2]1[CH:7]=[CH:6][C:5]([OH:8])=[CH:4][C:3]=1[CH:10]=[CH:11][C:12]1[CH:13]=[N:14][C:15]([NH:18][C:19]2[CH:20]=[CH:21][C:22]([S:25]([NH:28][CH2:29][CH2:30][N:31]3[CH2:35][CH2:34][CH2:33][CH2:32]3)(=[O:26])=[O:27])=[CH:23][CH:24]=2)=[N:16][CH:17]=1. (6) The product is: [CH2:21]([O:1][C:2]1[CH:9]=[C:8]([O:10][CH2:11][CH2:12][O:13][CH3:14])[CH:7]=[CH:6][C:3]=1[CH:4]=[O:5])[C:22]1[CH:27]=[CH:26][CH:25]=[CH:24][CH:23]=1. Given the reactants [OH:1][C:2]1[CH:9]=[C:8]([O:10][CH2:11][CH2:12][O:13][CH3:14])[CH:7]=[CH:6][C:3]=1[CH:4]=[O:5].C(=O)([O-])[O-].[K+].[K+].[CH2:21](Br)[C:22]1[CH:27]=[CH:26][CH:25]=[CH:24][CH:23]=1.O, predict the reaction product.